Dataset: Reaction yield outcomes from USPTO patents with 853,638 reactions. Task: Predict the reaction yield, written as a fraction of the theoretical maximum amount of product (1.0 means a 100% yield; for example, 0.34 means a 34% yield). (1) The reactants are [Br:1][CH2:2][C:3]1[CH:8]=[CH:7][C:6]([C:9]2[O:13][C:12]([C:14]3[C:15]([NH2:26])=[N:16][CH:17]=[C:18]([C:20]4[CH2:21][CH2:22][NH:23][CH2:24][CH:25]=4)[N:19]=3)=[N:11][N:10]=2)=[CH:5][CH:4]=1.CCN(C(C)C)C(C)C.[C:36](Cl)(=[O:39])[CH2:37][CH3:38]. The catalyst is C(Cl)Cl. The product is [NH2:26][C:15]1[N:16]=[CH:17][C:18]([C:20]2[CH2:21][CH2:22][N:23]([C:36](=[O:39])[CH2:37][CH3:38])[CH2:24][CH:25]=2)=[N:19][C:14]=1[C:12]1[O:13][C:9]([C:6]2[CH:5]=[CH:4][C:3]([CH2:2][Br:1])=[CH:8][CH:7]=2)=[N:10][N:11]=1. The yield is 0.570. (2) The reactants are [CH2:1]([O:3][C:4]([C:6]1[C:7]([CH3:26])=[N:8][C:9]([NH:13][CH2:14]/[CH:15]=[CH:16]/B2OC(C)(C)C(C)(C)O2)=[N:10][C:11]=1[CH3:12])=[O:5])[CH3:2].Br[C:28]1[CH:29]=[C:30]([OH:34])[CH:31]=[CH:32][CH:33]=1.C(=O)([O-])[O-].[K+].[K+].CN(C=O)C. The catalyst is O. The product is [CH2:1]([O:3][C:4]([C:6]1[C:11]([CH3:12])=[N:10][C:9]([NH:13][CH2:14]/[CH:15]=[CH:16]/[C:28]2[CH:33]=[CH:32][CH:31]=[C:30]([OH:34])[CH:29]=2)=[N:8][C:7]=1[CH3:26])=[O:5])[CH3:2]. The yield is 0.500. (3) The reactants are BrCCBr.Cl[Si](C)(C)C.I[CH:11]1[CH2:14][N:13]([C:15]([O:17][C:18]([CH3:21])([CH3:20])[CH3:19])=[O:16])[CH2:12]1.[Cl:22][C:23]1[C:28]([Cl:29])=[CH:27][C:26]([C:30](=[O:32])[CH3:31])=[C:25]([O:33][CH3:34])[C:24]=1I. The catalyst is CN(C=O)C.[Zn].C1C=CC(/C=C/C(/C=C/C2C=CC=CC=2)=O)=CC=1.C1C=CC(/C=C/C(/C=C/C2C=CC=CC=2)=O)=CC=1.C1C=CC(/C=C/C(/C=C/C2C=CC=CC=2)=O)=CC=1.[Pd].[Pd].O1C=CC=C1P(C1OC=CC=1)C1OC=CC=1. The product is [C:30]([C:26]1[C:25]([O:33][CH3:34])=[C:24]([CH:11]2[CH2:14][N:13]([C:15]([O:17][C:18]([CH3:21])([CH3:20])[CH3:19])=[O:16])[CH2:12]2)[C:23]([Cl:22])=[C:28]([Cl:29])[CH:27]=1)(=[O:32])[CH3:31]. The yield is 0.770. (4) The reactants are [F:1][C:2]1[CH:3]=[C:4]([CH:7]=[CH:8][CH:9]=1)[CH:5]=O.Cl.[NH2:11][OH:12].[OH-].[Na+]. The yield is 0.930. The product is [F:1][C:2]1[CH:3]=[C:4]([CH:7]=[CH:8][CH:9]=1)/[CH:5]=[N:11]\[OH:12]. The catalyst is C(O)C.O. (5) The reactants are [Br:1][C:2]1[C:3]([OH:13])=[C:4]([C:10](=[O:12])[CH3:11])[CH:5]=[C:6]([Cl:9])[C:7]=1[F:8].[C:14](=O)([O-])[O-].[K+].[K+].CI. The catalyst is CN(C=O)C.O. The product is [Br:1][C:2]1[C:3]([O:13][CH3:14])=[C:4]([C:10](=[O:12])[CH3:11])[CH:5]=[C:6]([Cl:9])[C:7]=1[F:8]. The yield is 0.440. (6) The reactants are [NH2:1][C:2]1[N:7]=[CH:6][C:5]([C:8]2[CH:32]=[CH:31][C:11]3[N:12]([C:27]([CH3:30])([CH3:29])[CH3:28])[C:13]([C:15]4[CH:16]=[C:17]([OH:26])[CH:18]=[CH:19][C:20]=4[N:21]4[CH:25]=[N:24][CH:23]=[N:22]4)=[N:14][C:10]=3[CH:9]=2)=[CH:4][N:3]=1.C(=O)([O-])[O-].[K+].[K+].[CH:39]([N:42]=[C:43]=[O:44])([CH3:41])[CH3:40].O. The catalyst is C1COCC1. The product is [NH2:1][C:2]1[N:3]=[CH:4][C:5]([C:8]2[CH:32]=[CH:31][C:11]3[N:12]([C:27]([CH3:29])([CH3:28])[CH3:30])[C:13]([C:15]4[CH:16]=[C:17]([O:26][C:43](=[O:44])[NH:42][CH:39]([CH3:41])[CH3:40])[CH:18]=[CH:19][C:20]=4[N:21]4[CH:25]=[N:24][CH:23]=[N:22]4)=[N:14][C:10]=3[CH:9]=2)=[CH:6][N:7]=1. The yield is 0.130. (7) The reactants are [Cl:1][C:2]1[CH:3]=[C:4]([NH:9][C:10]2[C:19]3[C:14](=[CH:15][C:16](F)=[C:17]([N+:20]([O-:22])=[O:21])[CH:18]=3)[N:13]=[CH:12][N:11]=2)[CH:5]=[CH:6][C:7]=1[F:8].C[Si](C)(C)[O-].[K+].[CH3:30][C:31]1([CH2:35][OH:36])[CH2:34][O:33][CH2:32]1. The catalyst is CN(C=O)C. The product is [Cl:1][C:2]1[CH:3]=[C:4]([NH:9][C:10]2[C:19]3[C:14](=[CH:15][C:16]([O:36][CH2:35][C:31]4([CH3:30])[CH2:34][O:33][CH2:32]4)=[C:17]([N+:20]([O-:22])=[O:21])[CH:18]=3)[N:13]=[CH:12][N:11]=2)[CH:5]=[CH:6][C:7]=1[F:8]. The yield is 0.528.